The task is: Predict the product of the given reaction.. This data is from Forward reaction prediction with 1.9M reactions from USPTO patents (1976-2016). (1) Given the reactants [S-2:1].[Li+:2].[Li+:3].[P:4]12([S:16][P:14]3([S:17][P:7]([S:9][P:10]([S:13]3)([S:12]1)=[S:11])(=[S:8])[S:6]2)=[S:15])=[S:5], predict the reaction product. The product is: [S:1]([Li:3])[Li:2].[P:4]12([S:6][P:7]3([S:9][P:10]([S:13][P:14]([S:17]3)([S:16]1)=[S:15])(=[S:11])[S:12]2)=[S:8])=[S:5]. (2) Given the reactants [Cl:1][C:2]1[CH:7]=[CH:6][C:5]([S:8]([N:11]2[C:20]3[C:15](=[CH:16][CH:17]=[CH:18][CH:19]=3)[CH2:14][CH2:13][CH2:12]2)(=[O:10])=[O:9])=[CH:4][C:3]=1[NH:21][C:22](=O)[C:23]1[CH:28]=[CH:27][CH:26]=[CH:25][C:24]=1[N+:29]([O-:31])=[O:30].B, predict the reaction product. The product is: [Cl:1][C:2]1[CH:7]=[CH:6][C:5]([S:8]([N:11]2[C:20]3[C:15](=[CH:16][CH:17]=[CH:18][CH:19]=3)[CH2:14][CH2:13][CH2:12]2)(=[O:9])=[O:10])=[CH:4][C:3]=1[NH:21][CH2:22][C:23]1[CH:28]=[CH:27][CH:26]=[CH:25][C:24]=1[N+:29]([O-:31])=[O:30]. (3) Given the reactants C([C:3]([CH2:41][CH3:42])(P(=O)([O-])[O-])[C:4](=[O:36])[NH:5][C:6]1[CH:7]=[C:8]2[C:13](=[CH:14][C:15]=1[O:16][C@H:17]1[CH2:21][CH2:20][O:19][CH2:18]1)[N:12]=[CH:11][N:10]=[C:9]2[NH:22][C:23]1[CH:28]=[CH:27][C:26]([O:29][C:30]2[CH:35]=[CH:34][CH:33]=[CH:32][CH:31]=2)=[CH:25][CH:24]=1)C.[CH3:43][N:44](C)[CH2:45]C(O)S([O-])(=O)=O.[Na+].[Li+].[Cl-].CC([O-])(C)C.[K+], predict the reaction product. The product is: [CH3:43][N:44]([CH3:45])[CH2:42]/[CH:41]=[CH:3]/[C:4]([NH:5][C:6]1[CH:7]=[C:8]2[C:13](=[CH:14][C:15]=1[O:16][C@H:17]1[CH2:21][CH2:20][O:19][CH2:18]1)[N:12]=[CH:11][N:10]=[C:9]2[NH:22][C:23]1[CH:28]=[CH:27][C:26]([O:29][C:30]2[CH:35]=[CH:34][CH:33]=[CH:32][CH:31]=2)=[CH:25][CH:24]=1)=[O:36]. (4) Given the reactants [OH:1][C:2]1[C:3]2[CH:27]=[CH:26][S:25][C:4]=2[N:5]([CH2:21][CH:22]([CH3:24])[CH3:23])[C:6](=[O:20])[C:7]=1[C:8]([NH:10][CH2:11][CH2:12][CH2:13][N:14]1[CH2:19][CH2:18][CH2:17][CH2:16][CH2:15]1)=[O:9].[ClH:28].C(OCC)C, predict the reaction product. The product is: [ClH:28].[OH:1][C:2]1[C:3]2[CH:27]=[CH:26][S:25][C:4]=2[N:5]([CH2:21][CH:22]([CH3:24])[CH3:23])[C:6](=[O:20])[C:7]=1[C:8]([NH:10][CH2:11][CH2:12][CH2:13][N:14]1[CH2:15][CH2:16][CH2:17][CH2:18][CH2:19]1)=[O:9]. (5) Given the reactants [H-].[Na+].[Cl:3][C:4]1[CH:9]=[C:8]([C:10]([F:13])([F:12])[F:11])[CH:7]=[C:6]([Cl:14])[C:5]=1[N:15]1[C:19]([N:20]([CH2:22][CH2:23][OH:24])[CH3:21])=[C:18]([S:25]([C:28]([F:31])([F:30])[F:29])(=[O:27])=[O:26])[C:17]([C:32]#[N:33])=[N:16]1.[F:34][C:35]([F:46])([F:45])[C:36]1[CH:44]=[CH:43][C:39]([C:40](Cl)=[O:41])=[CH:38][CH:37]=1.[Cl-].[NH4+], predict the reaction product. The product is: [Cl:14][C:6]1[CH:7]=[C:8]([C:10]([F:13])([F:12])[F:11])[CH:9]=[C:4]([Cl:3])[C:5]=1[N:15]1[C:19]([N:20]([CH3:21])[CH2:22][CH2:23][O:24][C:40](=[O:41])[C:39]2[CH:43]=[CH:44][C:36]([C:35]([F:34])([F:45])[F:46])=[CH:37][CH:38]=2)=[C:18]([S:25]([C:28]([F:31])([F:29])[F:30])(=[O:26])=[O:27])[C:17]([C:32]#[N:33])=[N:16]1. (6) Given the reactants [NH2:1][C:2](=[O:23])[C@:3]([NH:15]C(=O)OC(C)(C)C)([C:5]1[CH:10]=[CH:9][CH:8]=[C:7]([C:11]([F:14])([F:13])[F:12])[CH:6]=1)[CH3:4].[ClH:24], predict the reaction product. The product is: [ClH:24].[NH2:15][C@@:3]([C:5]1[CH:10]=[CH:9][CH:8]=[C:7]([C:11]([F:12])([F:13])[F:14])[CH:6]=1)([CH3:4])[C:2]([NH2:1])=[O:23].